This data is from hERG potassium channel inhibition data for cardiac toxicity prediction from Karim et al.. The task is: Regression/Classification. Given a drug SMILES string, predict its toxicity properties. Task type varies by dataset: regression for continuous values (e.g., LD50, hERG inhibition percentage) or binary classification for toxic/non-toxic outcomes (e.g., AMES mutagenicity, cardiotoxicity, hepatotoxicity). Dataset: herg_karim. (1) The molecule is COc1cnc2ccc(=O)n3c2c1[C@](O)(CC12CCC(NCc4ccc5c(n4)NC(=O)CO5)(CC1)CO2)C3. The result is 0 (non-blocker). (2) The drug is O=C(Cc1ccc(OCC[C@@H]2C[C@@H]2C2CCN(c3ncc(Cl)cn3)CC2)c(F)c1)N1CCC1. The result is 1 (blocker). (3) The compound is N[C@H](C(=O)N1CC[C@H](F)C1)[C@H]1CC[C@@H](NS(=O)(=O)c2ccc(OC(F)(F)F)cc2)CC1. The result is 1 (blocker). (4) The molecule is NC1=N[C@@]2(CO1)c1cc(-c3cccnc3F)ccc1Oc1c(F)cc(N3CCOCC3)cc12. The result is 0 (non-blocker).